Dataset: Full USPTO retrosynthesis dataset with 1.9M reactions from patents (1976-2016). Task: Predict the reactants needed to synthesize the given product. (1) The reactants are: [H-].COCCO[Al+]OCCOC.[Na+].[H-].C1(C)C=CC=CC=1.[CH3:22][C:23]([O:26][C:27]([NH:29][C:30]1[S:31][CH:32]=[C:33]([C:35](OCC)=[O:36])[N:34]=1)=[O:28])([CH3:25])[CH3:24].O. Given the product [OH:36][CH2:35][C:33]1[N:34]=[C:30]([NH:29][C:27](=[O:28])[O:26][C:23]([CH3:24])([CH3:22])[CH3:25])[S:31][CH:32]=1, predict the reactants needed to synthesize it. (2) The reactants are: [CH2:1]([NH:8][C:9](=[O:30])[C:10]([NH:12][C:13]1[CH:28]=[CH:27][C:16]([O:17][C:18]2[CH:23]=[CH:22][N:21]=[C:20](C(N)=O)[CH:19]=2)=[C:15]([F:29])[CH:14]=1)=[O:11])[C:2]1[CH:7]=[CH:6][CH:5]=[CH:4][CH:3]=1.O.[N:32]1C=CC=CC=1.FC(F)(F)C(OI(C1C=CC=CC=1)OC(=O)C(F)(F)F)=O. Given the product [NH2:32][C:20]1[CH:19]=[C:18]([O:17][C:16]2[CH:27]=[CH:28][C:13]([NH:12][C:10](=[O:11])[C:9]([NH:8][CH2:1][C:2]3[CH:7]=[CH:6][CH:5]=[CH:4][CH:3]=3)=[O:30])=[CH:14][C:15]=2[F:29])[CH:23]=[CH:22][N:21]=1, predict the reactants needed to synthesize it. (3) Given the product [C:1]([O:4][C:5]1[CH:10]=[C:9]([CH2:11][Br:14])[CH:8]=[CH:7][C:6]=1[C:12]#[N:13])(=[O:3])[CH3:2], predict the reactants needed to synthesize it. The reactants are: [C:1]([O:4][C:5]1[CH:10]=[C:9]([CH3:11])[CH:8]=[CH:7][C:6]=1[C:12]#[N:13])(=[O:3])[CH3:2].[Br:14]N1C(=O)CCC1=O.C(OOC(=O)C1C=CC=CC=1)(=O)C1C=CC=CC=1.